Dataset: Reaction yield outcomes from USPTO patents with 853,638 reactions. Task: Predict the reaction yield, written as a fraction of the theoretical maximum amount of product (1.0 means a 100% yield; for example, 0.34 means a 34% yield). (1) The reactants are C[N:2](/[CH:4]=[C:5]1/[C:6](=[O:15])[NH:7][CH2:8][C:9]2[C:14]/1=[CH:13][CH:12]=[CH:11][CH:10]=2)[CH3:3].[CH3:16][N:17]1[CH2:22][CH2:21][N:20]([C:23]2[CH:28]=[CH:27]C(N)=[CH:25][CH:24]=2)[CH2:19][CH2:18]1. The catalyst is C1(C)C=CC=CC=1. The product is [CH3:16][N:17]1[CH2:22][CH2:21][N:20]([C:23]2[CH:28]=[CH:27][C:3]([NH:2]/[CH:4]=[C:5]3\[C:6](=[O:15])[NH:7][CH2:8][C:9]4[C:14]\3=[CH:13][CH:12]=[CH:11][CH:10]=4)=[CH:25][CH:24]=2)[CH2:19][CH2:18]1. The yield is 0.250. (2) The reactants are [C:1]1([C@@H:7]2[CH2:11][NH:10][CH2:9][C@H:8]2[NH:12][C:13](=[O:19])[O:14][C:15]([CH3:18])([CH3:17])[CH3:16])[CH:6]=[CH:5][CH:4]=[CH:3][CH:2]=1.CCN(C(C)C)C(C)C.CS(O[CH2:34][C@@H:35]([O:37][CH3:38])[CH3:36])(=O)=O.O. The catalyst is CN(C=O)C. The product is [CH3:38][O:37][C@@H:35]([CH3:36])[CH2:34][N:10]1[CH2:11][C@@H:7]([C:1]2[CH:2]=[CH:3][CH:4]=[CH:5][CH:6]=2)[C@H:8]([NH:12][C:13](=[O:19])[O:14][C:15]([CH3:16])([CH3:18])[CH3:17])[CH2:9]1. The yield is 1.38. (3) The reactants are Cl.[N:2]1([CH2:7][CH2:8][CH2:9][C:10]([OH:12])=[O:11])[CH2:6][CH2:5][CH2:4][CH2:3]1.C1N=CN(C(N2C=NC=C2)=O)C=1.[F:25][C:26]1[C:30]([C:31]2[CH:32]=[N:33][C:34]([O:37][CH3:38])=[CH:35][CH:36]=2)=[N:29][NH:28][C:27]=1[NH2:39]. The catalyst is ClCCCl. The product is [CH:10]([OH:12])=[O:11].[F:25][C:26]1[C:30]([C:31]2[CH:32]=[N:33][C:34]([O:37][CH3:38])=[CH:35][CH:36]=2)=[N:29][NH:28][C:27]=1[NH:39][C:10](=[O:12])[CH2:9][CH2:8][CH2:7][N:2]1[CH2:3][CH2:4][CH2:5][CH2:6]1. The yield is 0.620. (4) The yield is 0.780. The catalyst is CN(C=O)C.C(OCC)(=O)C.O. The reactants are F[C:2]1[CH:9]=[C:8]([C:10]([F:13])([F:12])[F:11])[CH:7]=[CH:6][C:3]=1[CH:4]=[O:5].[F:14][C:15]1[CH:20]=[CH:19][C:18]([OH:21])=[CH:17][CH:16]=1.C(=O)([O-])[O-].[Cs+].[Cs+]. The product is [F:14][C:15]1[CH:20]=[CH:19][C:18]([O:21][C:2]2[CH:9]=[C:8]([C:10]([F:13])([F:12])[F:11])[CH:7]=[CH:6][C:3]=2[CH:4]=[O:5])=[CH:17][CH:16]=1. (5) The reactants are [H-].[Na+].[Br:3][C:4]1[CH:5]=[CH:6][C:7](F)=[N:8][CH:9]=1.[OH:11][CH2:12][C:13]([CH3:19])([CH3:18])[C:14]([O:16][CH3:17])=[O:15]. The catalyst is O1CCCC1.CN1CCCN(C)C1=O. The product is [Br:3][C:4]1[CH:5]=[CH:6][C:7]([O:11][CH2:12][C:13]([CH3:19])([CH3:18])[C:14]([O:16][CH3:17])=[O:15])=[N:8][CH:9]=1. The yield is 0.550.